Regression/Classification. Given a drug SMILES string, predict its absorption, distribution, metabolism, or excretion properties. Task type varies by dataset: regression for continuous measurements (e.g., permeability, clearance, half-life) or binary classification for categorical outcomes (e.g., BBB penetration, CYP inhibition). Dataset: rlm. From a dataset of Rat liver microsome stability data. The drug is N#CC(=Cc1cc(O)c(O)c([N+](=O)[O-])c1)c1ccccn1. The result is 1 (stable in rat liver microsomes).